The task is: Predict the reaction yield, written as a fraction of the theoretical maximum amount of product (1.0 means a 100% yield; for example, 0.34 means a 34% yield).. This data is from Buchwald-Hartwig C-N cross coupling reaction yields with 55,370 reactions. (1) The yield is 0.0203. No catalyst specified. The product is Cc1ccc(Nc2cccnc2)cc1. The reactants are Clc1cccnc1.Cc1ccc(N)cc1.O=S(=O)(O[Pd]1c2ccccc2-c2ccccc2N~1)C(F)(F)F.COc1ccc(OC)c(P([C@]23C[C@H]4C[C@H](C[C@H](C4)C2)C3)[C@]23C[C@H]4C[C@H](C[C@H](C4)C2)C3)c1-c1c(C(C)C)cc(C(C)C)cc1C(C)C.CCN=P(N=P(N(C)C)(N(C)C)N(C)C)(N(C)C)N(C)C.Cc1ccno1. (2) The reactants are FC(F)(F)c1ccc(I)cc1.Cc1ccc(N)cc1.O=S(=O)(O[Pd]1c2ccccc2-c2ccccc2N~1)C(F)(F)F.CC(C)c1cc(C(C)C)c(-c2ccccc2P(C(C)(C)C)C(C)(C)C)c(C(C)C)c1.CN1CCCN2CCCN=C12.c1ccc(-c2cnoc2)cc1. No catalyst specified. The product is Cc1ccc(Nc2ccc(C(F)(F)F)cc2)cc1. The yield is 0.523.